Dataset: Full USPTO retrosynthesis dataset with 1.9M reactions from patents (1976-2016). Task: Predict the reactants needed to synthesize the given product. (1) Given the product [CH3:1][Si:2]([CH3:33])([CH3:32])[CH2:3][CH2:4][O:5][CH2:6][N:7]1[C:15]2[CH2:14][C:13]3([CH2:16][CH2:17]3)[CH2:12][CH2:11][C:10]=2[C:9]([C:29]([OH:31])=[O:30])=[N:8]1, predict the reactants needed to synthesize it. The reactants are: [CH3:1][Si:2]([CH3:33])([CH3:32])[CH2:3][CH2:4][O:5][CH2:6][N:7]1[C:15]2[CH2:14][CH:13]([C:16]3[CH:17]=NN(COCC[Si](C)(C)C)C=3)[CH2:12][CH2:11][C:10]=2[C:9]([C:29]([OH:31])=[O:30])=[N:8]1.C1C2(CCC(=O)CC2)C1. (2) Given the product [C:23]([S:50][CH2:51][CH2:52][NH2:53])([C:16]1[CH:15]=[CH:14][CH:19]=[CH:18][CH:17]=1)([C:19]1[CH:18]=[CH:17][CH:16]=[CH:15][CH:14]=1)[C:33]1[CH:42]=[CH:40][CH:38]=[CH:36][CH:34]=1, predict the reactants needed to synthesize it. The reactants are: C([O-])(O)=O.[Na+].[CH:19]1[C:18](SS[C:14]2[CH:19]=[CH:18][C:17]([N+]([O-])=O)=[C:16]([C:23](O)=O)[CH:15]=2)=[CH:17][C:16]([C:23](O)=O)=[C:15]([N+]([O-])=O)[CH:14]=1.O=[C:33]1O[C@H:38]([C@H:40]([CH2:42]O)O)[C:36]([O-])=[C:34]1O.Cl.Cl.[NH2:53][CH2:52][CH2:51][S:50][S:50][CH2:51][CH2:52][NH2:53]. (3) The reactants are: [Cl:1][C:2]1[CH:7]=[CH:6][CH:5]=[CH:4][C:3]=1[C:8]1[O:9][C:10]2[C:15]([C:16](=[O:18])[CH:17]=1)=[C:14]([O:19][CH3:20])[CH:13]=[C:12]([O:21][CH3:22])[C:11]=2[C@@H:23]1[CH2:28][CH2:27][NH:26][CH2:25][C@H:24]1[OH:29].[CH3:30][CH2:31][CH2:32]Br.C([O-])([O-])=O.[K+].[K+].O. Given the product [Cl:1][C:2]1[CH:7]=[CH:6][CH:5]=[CH:4][C:3]=1[C:8]1[O:9][C:10]2[C:15]([C:16](=[O:18])[CH:17]=1)=[C:14]([O:19][CH3:20])[CH:13]=[C:12]([O:21][CH3:22])[C:11]=2[C@@H:23]1[CH2:28][CH2:27][N:26]([CH2:30][CH2:31][CH3:32])[CH2:25][C@H:24]1[OH:29], predict the reactants needed to synthesize it. (4) Given the product [CH2:13]([NH:20][C:21]([C:23]1[S:24][C:25]([N:29]2[CH:34]=[CH:33][C:32]([O:35][CH2:2][C:3]3[CH:8]=[CH:7][C:6]([C:9]([F:12])([F:11])[F:10])=[CH:5][CH:4]=3)=[CH:31][C:30]2=[O:36])=[CH:26][C:27]=1[CH3:28])=[O:22])[C:14]1[CH:15]=[CH:16][CH:17]=[CH:18][CH:19]=1, predict the reactants needed to synthesize it. The reactants are: Br[CH2:2][C:3]1[CH:8]=[CH:7][C:6]([C:9]([F:12])([F:11])[F:10])=[CH:5][CH:4]=1.[CH2:13]([NH:20][C:21]([C:23]1[S:24][C:25]([N:29]2[CH:34]=[CH:33][C:32]([OH:35])=[CH:31][C:30]2=[O:36])=[CH:26][C:27]=1[CH3:28])=[O:22])[C:14]1[CH:19]=[CH:18][CH:17]=[CH:16][CH:15]=1. (5) Given the product [F:13][C:12]([F:15])([F:14])[C:3]1[CH:4]=[C:5]([CH:10]=[CH:11][C:2]=1[CH:16]=[CH2:17])[C:6]([OH:8])=[O:7], predict the reactants needed to synthesize it. The reactants are: Br[C:2]1[CH:11]=[CH:10][C:5]([C:6]([O:8]C)=[O:7])=[CH:4][C:3]=1[C:12]([F:15])([F:14])[F:13].[CH:16](B1OB(C=C)OB(C=C)O1)=[CH2:17]. (6) Given the product [CH3:1][C:2]1[C@H:8]2[C@H:5]([CH2:6][C:7]2=[CH:18][C:19]([O:21][C:22]([CH3:25])([CH3:24])[CH3:23])=[O:20])[CH2:4][CH:3]=1, predict the reactants needed to synthesize it. The reactants are: [CH3:1][C:2]1[C@H:8]2[C@H:5]([CH2:6][C:7]2=O)[CH2:4][CH:3]=1.[H-].[Na+].COP([CH2:18][C:19]([O:21][C:22]([CH3:25])([CH3:24])[CH3:23])=[O:20])(OC)=O.